Dataset: Peptide-MHC class I binding affinity with 185,985 pairs from IEDB/IMGT. Task: Regression. Given a peptide amino acid sequence and an MHC pseudo amino acid sequence, predict their binding affinity value. This is MHC class I binding data. (1) The peptide sequence is FLLRHLSSV. The MHC is HLA-A02:02 with pseudo-sequence HLA-A02:02. The binding affinity (normalized) is 0.785. (2) The peptide sequence is ARWLFPVYL. The MHC is HLA-B15:01 with pseudo-sequence HLA-B15:01. The binding affinity (normalized) is 0.0847. (3) The peptide sequence is QPWTPVSSF. The MHC is HLA-B08:02 with pseudo-sequence HLA-B08:02. The binding affinity (normalized) is 0.0847. (4) The MHC is HLA-A68:01 with pseudo-sequence HLA-A68:01. The peptide sequence is KLFKKTDFK. The binding affinity (normalized) is 0.192.